Dataset: CYP1A2 inhibition data for predicting drug metabolism from PubChem BioAssay. Task: Regression/Classification. Given a drug SMILES string, predict its absorption, distribution, metabolism, or excretion properties. Task type varies by dataset: regression for continuous measurements (e.g., permeability, clearance, half-life) or binary classification for categorical outcomes (e.g., BBB penetration, CYP inhibition). Dataset: cyp1a2_veith. (1) The molecule is CC(=O)COc1ccc2c(C)c(C)c(=O)oc2c1. The result is 1 (inhibitor). (2) The molecule is Cc1cccc(C(=O)NC(=S)N2CCN(C)CC2)c1. The result is 0 (non-inhibitor). (3) The result is 0 (non-inhibitor). The molecule is COC(=O)[C@@]1(Cc2ccc(OC)cc2)[C@H]2c3cc(C(=O)N4CCCC4)n(CCN4CCOCC4)c3C[C@H]2CN1C(=O)c1ccccc1.